From a dataset of Forward reaction prediction with 1.9M reactions from USPTO patents (1976-2016). Predict the product of the given reaction. (1) Given the reactants [CH2:1]([N:8]([CH2:19][C:20]1[CH:25]=[CH:24][C:23]([OH:26])=[CH:22][CH:21]=1)[C:9]1[CH:14]=[CH:13][CH:12]=[C:11]([N+:15]([O-:17])=[O:16])[C:10]=1[CH3:18])[C:2]1[CH:7]=[CH:6][CH:5]=[CH:4][CH:3]=1.[Br:27][C:28]1[CH:29]=[C:30](B(O)O)[CH:31]=[CH:32][CH:33]=1, predict the reaction product. The product is: [CH2:1]([N:8]([CH2:19][C:20]1[CH:25]=[CH:24][C:23]([O:26][C:32]2[CH:31]=[CH:30][CH:29]=[C:28]([Br:27])[CH:33]=2)=[CH:22][CH:21]=1)[C:9]1[CH:14]=[CH:13][CH:12]=[C:11]([N+:15]([O-:17])=[O:16])[C:10]=1[CH3:18])[C:2]1[CH:7]=[CH:6][CH:5]=[CH:4][CH:3]=1. (2) Given the reactants [NH2:1][C:2]12[CH2:9][CH2:8][C:5]([C:10]([O:12][C:13]([CH3:16])([CH3:15])[CH3:14])=[O:11])([CH2:6][CH2:7]1)[CH2:4][CH2:3]2.Br[CH2:18][C:19]([N:21]1[CH2:25][CH2:24][CH2:23][C@H:22]1[C:26]#[N:27])=[O:20], predict the reaction product. The product is: [C:13]([O:12][C:10]([C:5]12[CH2:4][CH2:3][C:2]([NH:1][CH2:18][C:19]([N:21]3[CH2:25][CH2:24][CH2:23][C@H:22]3[C:26]#[N:27])=[O:20])([CH2:9][CH2:8]1)[CH2:7][CH2:6]2)=[O:11])([CH3:16])([CH3:15])[CH3:14]. (3) Given the reactants [F:1][C:2]1[CH:7]=[CH:6][C:5]([C:8]2[CH:9]=[C:10]3[C:16]([C:17]4[CH:18]=[N:19][N:20]([CH2:22][C:23]5[CH:28]=[CH:27][CH:26]=[C:25]([F:29])[CH:24]=5)[CH:21]=4)=[CH:15][N:14](S(C4C=CC(C)=CC=4)(=O)=O)[C:11]3=[N:12][CH:13]=2)=[CH:4][C:3]=1[NH:40][S:41]([CH3:44])(=[O:43])=[O:42].[OH-].[Li+], predict the reaction product. The product is: [F:1][C:2]1[CH:7]=[CH:6][C:5]([C:8]2[CH:9]=[C:10]3[C:16]([C:17]4[CH:18]=[N:19][N:20]([CH2:22][C:23]5[CH:28]=[CH:27][CH:26]=[C:25]([F:29])[CH:24]=5)[CH:21]=4)=[CH:15][NH:14][C:11]3=[N:12][CH:13]=2)=[CH:4][C:3]=1[NH:40][S:41]([CH3:44])(=[O:42])=[O:43].